From a dataset of CYP3A4 substrate classification data from Carbon-Mangels et al.. Regression/Classification. Given a drug SMILES string, predict its absorption, distribution, metabolism, or excretion properties. Task type varies by dataset: regression for continuous measurements (e.g., permeability, clearance, half-life) or binary classification for categorical outcomes (e.g., BBB penetration, CYP inhibition). Dataset: cyp3a4_substrate_carbonmangels. The result is 0 (non-substrate). The molecule is CC(C)NC[C@H](O)COc1cccc2[nH]ccc12.